This data is from Reaction yield outcomes from USPTO patents with 853,638 reactions. The task is: Predict the reaction yield, written as a fraction of the theoretical maximum amount of product (1.0 means a 100% yield; for example, 0.34 means a 34% yield). (1) The yield is 0.910. The product is [CH3:11][C:12]1([CH2:18][CH:19]=[O:20])[CH2:17][CH2:16][CH2:15][CH2:14][CH2:13]1. The reactants are C(Cl)(=O)C(Cl)=O.CS(C)=O.[CH3:11][C:12]1([CH2:18][CH2:19][OH:20])[CH2:17][CH2:16][CH2:15][CH2:14][CH2:13]1.C(N(CC)CC)C. The catalyst is ClCCl.O. (2) The reactants are [C:1]([OH:22])(=O)[CH2:2][CH2:3][CH2:4]/[CH:5]=[CH:6]\[CH2:7]/[CH:8]=[CH:9]\[CH2:10]/[CH:11]=[CH:12]\[CH2:13]/[CH:14]=[CH:15]\[CH2:16][CH2:17][CH2:18][CH2:19][CH3:20].ClC(OCCCC)=O.Cl.C(N(CC)CC)C.Cl.[CH3:40][O:41][C:42](=[O:47])[C@H:43]([CH2:45][OH:46])[NH2:44].Cl. The catalyst is C(#N)C.CO.C(N(CC)CC)C. The product is [CH3:40][O:41][C:42](=[O:47])[C@H:43]([CH2:45][OH:46])[NH:44][C:1](=[O:22])[CH2:2][CH2:3][CH2:4]/[CH:5]=[CH:6]\[CH2:7]/[CH:8]=[CH:9]\[CH2:10]/[CH:11]=[CH:12]\[CH2:13]/[CH:14]=[CH:15]\[CH2:16][CH2:17][CH2:18][CH2:19][CH3:20]. The yield is 0.950. (3) The reactants are Cl[C:2]1[CH:7]=[C:6]([Cl:8])[CH:5]=[C:4]([C:9]2[CH:14]=[C:13]([Cl:15])[CH:12]=[CH:11][C:10]=2[O:16][CH3:17])[N:3]=1.[CH3:18][C:19]1[CH:20]=[CH:21][C:22]([NH2:25])=[CH:23][CH:24]=1.CC(C)([O-])C.[Na+].C1(P(C2C=CC=CC=2)C2C=CC3C(=CC=CC=3)C=2C2C3C(=CC=CC=3)C=CC=2P(C2C=CC=CC=2)C2C=CC=CC=2)C=CC=CC=1. The catalyst is C([O-])(=O)C.[Pd+2].C([O-])(=O)C.O1CCCC1. The product is [Cl:8][C:6]1[CH:5]=[C:4]([C:9]2[CH:14]=[C:13]([Cl:15])[CH:12]=[CH:11][C:10]=2[O:16][CH3:17])[N:3]=[C:2]([NH:25][C:22]2[CH:23]=[CH:24][C:19]([CH3:18])=[CH:20][CH:21]=2)[CH:7]=1. The yield is 0.210. (4) The reactants are C(OC([N:8]1[CH2:13][CH2:12][C@@H:11]([NH:14][C:15]([NH:17][C:18]2[CH:23]=[CH:22][CH:21]=[C:20]([C:24]3[N:28]([CH3:29])[N:27]=[N:26][N:25]=3)[CH:19]=2)=[O:16])[C@H:10]([CH2:30][N:31]2[CH2:36][CH2:35][CH2:34][C@@H:33]([CH2:37][C:38]3[CH:43]=[CH:42][C:41]([F:44])=[CH:40][CH:39]=3)[CH2:32]2)[CH2:9]1)=O)(C)(C)C.FC(F)(F)C(O)=O. The catalyst is ClCCl. The product is [F:44][C:41]1[CH:42]=[CH:43][C:38]([CH2:37][C@@H:33]2[CH2:34][CH2:35][CH2:36][N:31]([CH2:30][C@H:10]3[C@H:11]([NH:14][C:15]([NH:17][C:18]4[CH:23]=[CH:22][CH:21]=[C:20]([C:24]5[N:28]([CH3:29])[N:27]=[N:26][N:25]=5)[CH:19]=4)=[O:16])[CH2:12][CH2:13][NH:8][CH2:9]3)[CH2:32]2)=[CH:39][CH:40]=1. The yield is 0.380.